From a dataset of Catalyst prediction with 721,799 reactions and 888 catalyst types from USPTO. Predict which catalyst facilitates the given reaction. (1) Reactant: [NH2:1][C:2]1[CH:10]=[C:9]2[C:5]([C:6]([C:21]([NH:23][CH2:24][C:25]3[CH:30]=[CH:29][C:28]([F:31])=[C:27]([F:32])[CH:26]=3)=[O:22])=[C:7]([CH:18]([CH3:20])[CH3:19])[N:8]2[CH2:11][C:12]2[CH:17]=[CH:16][CH:15]=[CH:14][CH:13]=2)=[CH:4][CH:3]=1.Br[CH2:34][CH2:35][CH2:36][C:37](OCC)=[O:38]. Product: [CH2:11]([N:8]1[C:9]2[C:5](=[CH:4][CH:3]=[C:2]([N:1]3[CH2:34][CH2:35][CH2:36][C:37]3=[O:38])[CH:10]=2)[C:6]([C:21]([NH:23][CH2:24][C:25]2[CH:30]=[CH:29][C:28]([F:31])=[C:27]([F:32])[CH:26]=2)=[O:22])=[C:7]1[CH:18]([CH3:19])[CH3:20])[C:12]1[CH:13]=[CH:14][CH:15]=[CH:16][CH:17]=1. The catalyst class is: 296. (2) Reactant: Br[C:2]1[CH:7]=[CH:6][C:5]([O:8][CH2:9][C:10]2[CH:15]=[CH:14][CH:13]=[CH:12][CH:11]=2)=[CH:4][C:3]=1[O:16][CH2:17][C:18]1[CH:23]=[CH:22][CH:21]=[CH:20][CH:19]=1.[F:24][C:25]1[CH:30]=[CH:29][C:28]([O:31][CH3:32])=[CH:27][C:26]=1B(O)O.C1(P(C2CCCCC2)C2C=CC=CC=2C2C(OC)=CC=CC=2OC)CCCCC1.C(=O)([O-])[O-].[Na+].[Na+]. Product: [CH2:17]([O:16][C:3]1[CH:4]=[C:5]([O:8][CH2:9][C:10]2[CH:15]=[CH:14][CH:13]=[CH:12][CH:11]=2)[CH:6]=[CH:7][C:2]=1[C:26]1[CH:27]=[C:28]([O:31][CH3:32])[CH:29]=[CH:30][C:25]=1[F:24])[C:18]1[CH:23]=[CH:22][CH:21]=[CH:20][CH:19]=1. The catalyst class is: 882. (3) Reactant: [N+:1]([C:4]1[CH:9]=[CH:8][C:7]([S:10][CH2:11][CH2:12][N:13]2[CH:17]=[N:16][N:15]=[CH:14]2)=[CH:6][CH:5]=1)([O-])=O.[Cl-].[Ca+2].[Cl-]. Product: [NH2:1][C:4]1[CH:9]=[CH:8][C:7]([S:10][CH2:11][CH2:12][N:13]2[CH:14]=[N:15][N:16]=[CH:17]2)=[CH:6][CH:5]=1. The catalyst class is: 8. (4) Reactant: [NH:1]([C:3]([CH:5]1[CH2:9][CH2:8][CH2:7][N:6]1[C:10]([O:12][CH2:13][C:14]1[CH:19]=[CH:18]C=CC=1)=[O:11])=O)[NH2:2].[C:20](#[N:27])[C:21]1[CH:26]=[CH:25][N:24]=[CH:23][CH:22]=1.C([O-])([O-])=O.[K+].[K+].C(O)CCC. Product: [N:24]1[CH:25]=[CH:26][C:21]([C:20]2[N:27]=[C:3]([CH:5]3[CH2:9][CH2:8][CH2:7][N:6]3[C:10]([O:12][CH2:13][CH2:14][CH2:19][CH3:18])=[O:11])[NH:1][N:2]=2)=[CH:22][CH:23]=1. The catalyst class is: 100. (5) Reactant: F[C:2]1[CH:3]=[CH:4][C:5]([N+:9]([O-:11])=[O:10])=[C:6]([CH3:8])[CH:7]=1.[CH3:12][C:13]1([CH3:20])[NH:17][C:16](=[O:18])[NH:15][C:14]1=[O:19].C([O-])([O-])=O.[K+].[K+].O. Product: [CH3:12][C:13]1([CH3:20])[NH:17][C:16](=[O:18])[N:15]([C:2]2[CH:3]=[CH:4][C:5]([N+:9]([O-:11])=[O:10])=[C:6]([CH3:8])[CH:7]=2)[C:14]1=[O:19]. The catalyst class is: 3. (6) The catalyst class is: 6. Reactant: C([O:4][C:5]1([O:14][CH2:13][C@:11]([C:15](=[O:22])[C:16]2[CH:21]=[CH:20][CH:19]=[CH:18][CH:17]=2)([OH:12])[C@:9]([C:23](=[O:30])[C:24]2[CH:29]=[CH:28][CH:27]=[CH:26][CH:25]=2)([OH:10])[C@@:7]1([C:31](=[O:38])[C:32]1[CH:37]=[CH:36][CH:35]=[CH:34][CH:33]=1)[OH:8])O)CC.[BrH:39].C(O)(=O)C.ClCCl. Product: [Br:39][C:5]1([O:14][CH2:13][C@:11]([C:15](=[O:22])[C:16]2[CH:17]=[CH:18][CH:19]=[CH:20][CH:21]=2)([OH:12])[C@:9]([C:23](=[O:30])[C:24]2[CH:25]=[CH:26][CH:27]=[CH:28][CH:29]=2)([OH:10])[C@@:7]1([C:31](=[O:38])[C:32]1[CH:33]=[CH:34][CH:35]=[CH:36][CH:37]=1)[OH:8])[OH:4].